Task: Predict the reactants needed to synthesize the given product.. Dataset: Full USPTO retrosynthesis dataset with 1.9M reactions from patents (1976-2016) (1) Given the product [CH3:11][NH:12][C:13]([C:15]1[C:19]2[CH:20]=[CH:21][C:22]([O:24][C:2]3[CH:7]=[CH:6][N:5]=[C:4]4[CH:8]=[CH:9][S:10][C:3]=34)=[CH:23][C:18]=2[O:17][C:16]=1[CH3:25])=[O:14], predict the reactants needed to synthesize it. The reactants are: Cl[C:2]1[CH:7]=[CH:6][N:5]=[C:4]2[CH:8]=[CH:9][S:10][C:3]=12.[CH3:11][NH:12][C:13]([C:15]1[C:19]2[CH:20]=[CH:21][C:22]([OH:24])=[CH:23][C:18]=2[O:17][C:16]=1[CH3:25])=[O:14].C([O-])([O-])=O.[Cs+].[Cs+]. (2) The reactants are: [OH:1][CH2:2][C@@H:3]1[O:7][C:6](=[O:8])[N:5]([C:9]2[CH:14]=[C:13]([Br:15])[CH:12]=[CH:11][N:10]=2)[CH2:4]1.O[C:17]1[CH:21]=[CH:20][O:19][N:18]=1.C1(P(C2C=CC=CC=2)C2C=CC=CC=2)C=CC=CC=1.N(C(OC(C)C)=O)=NC(OC(C)C)=O. Given the product [O:19]1[CH:20]=[CH:21][C:17]([O:1][CH2:2][C@@H:3]2[O:7][C:6](=[O:8])[N:5]([C:9]3[CH:14]=[C:13]([Br:15])[CH:12]=[CH:11][N:10]=3)[CH2:4]2)=[N:18]1, predict the reactants needed to synthesize it. (3) Given the product [F:1][C:2]1[CH:3]=[C:4]([C@@H:8]2[CH2:10][C@H:9]2[C:11]([OH:13])=[O:12])[CH:5]=[CH:6][CH:7]=1, predict the reactants needed to synthesize it. The reactants are: [F:1][C:2]1[CH:3]=[C:4]([C@@H:8]2[CH2:10][C@H:9]2[C:11]([O:13]CC)=[O:12])[CH:5]=[CH:6][CH:7]=1.[OH-].[K+].O. (4) Given the product [Br:1][C:2]1[CH:7]=[C:6]([C:8]([F:11])([F:10])[F:9])[C:5]2[NH:12][C:13]([C:15]3[N:16]([CH3:26])[N:17]=[C:18]([C:22]([CH3:25])([CH3:24])[CH3:23])[C:19]=3[C:20]#[N:21])=[N:27][C:4]=2[CH:3]=1, predict the reactants needed to synthesize it. The reactants are: [Br:1][C:2]1[CH:7]=[C:6]([C:8]([F:11])([F:10])[F:9])[C:5]([NH:12][C:13]([C:15]2[N:16]([CH3:26])[N:17]=[C:18]([C:22]([CH3:25])([CH3:24])[CH3:23])[C:19]=2[C:20]#[N:21])=O)=[C:4]([N+:27]([O-])=O)[CH:3]=1. (5) The reactants are: [C:1]([O:5][C:6]([NH:8][CH2:9][CH:10]([CH3:14])[C:11]([OH:13])=O)=[O:7])([CH3:4])([CH3:3])[CH3:2].[CH3:15][C:16]1([CH3:24])[O:21][C:20](=[O:22])[CH2:19][C:18](=[O:23])[O:17]1.C(Cl)CCl. Given the product [C:1]([O:5][C:6](=[O:7])[NH:8][CH2:9][CH:10]([CH3:14])[C:11]([CH:19]1[C:20](=[O:22])[O:21][C:16]([CH3:24])([CH3:15])[O:17][C:18]1=[O:23])=[O:13])([CH3:2])([CH3:3])[CH3:4], predict the reactants needed to synthesize it. (6) Given the product [NH2:29][CH:22]1[CH:23]2[CH2:28][C:19]3([CH2:18][N:8]([CH2:1][C:2]4[CH:7]=[CH:6][CH:5]=[CH:4][CH:3]=4)[C:9](=[O:17])[CH2:10][C:11]4[CH:16]=[CH:15][CH:14]=[CH:13][CH:12]=4)[CH2:26][CH:25]([CH2:27][CH:21]1[CH2:20]3)[CH2:24]2, predict the reactants needed to synthesize it. The reactants are: [CH2:1]([N:8]([CH2:18][C:19]12[CH2:28][CH:23]3[CH2:24][CH:25]([CH2:27][CH:21]([CH:22]3[NH:29]C(=O)O)[CH2:20]1)[CH2:26]2)[C:9](=[O:17])[CH2:10][C:11]1[CH:16]=[CH:15][CH:14]=[CH:13][CH:12]=1)[C:2]1[CH:7]=[CH:6][CH:5]=[CH:4][CH:3]=1.Cl. (7) Given the product [NH2:1][C:2]1[N:7]=[CH:6][C:5]([C:8]([N:10]=[S:11]([CH2:14][CH2:15][CH2:16][CH2:17][C:18]([O:20][CH3:21])=[O:19])([CH3:13])=[O:12])=[O:9])=[CH:4][C:3]=1[C:22]#[C:23][C:24]1[CH:29]=[CH:28][CH:27]=[C:26]([NH:30][C:34](=[O:35])[C:33]2[CH:37]=[C:38]([C:41]([F:42])([F:43])[F:44])[CH:39]=[CH:40][C:32]=2[F:31])[CH:25]=1, predict the reactants needed to synthesize it. The reactants are: [NH2:1][C:2]1[N:7]=[CH:6][C:5]([C:8]([N:10]=[S:11]([CH2:14][CH2:15][CH2:16][CH2:17][C:18]([O:20][CH3:21])=[O:19])([CH3:13])=[O:12])=[O:9])=[CH:4][C:3]=1[C:22]#[C:23][C:24]1[CH:29]=[CH:28][CH:27]=[C:26]([NH2:30])[CH:25]=1.[F:31][C:32]1[CH:40]=[CH:39][C:38]([C:41]([F:44])([F:43])[F:42])=[CH:37][C:33]=1[C:34](O)=[O:35].